Predict the reactants needed to synthesize the given product. From a dataset of Full USPTO retrosynthesis dataset with 1.9M reactions from patents (1976-2016). (1) Given the product [NH2:8][C:4]1[C:3]([OH:11])=[C:2]([F:1])[CH:7]=[CH:6][N:5]=1, predict the reactants needed to synthesize it. The reactants are: [F:1][C:2]1[CH:7]=[CH:6][N:5]=[C:4]([N+:8]([O-])=O)[C:3]=1[OH:11]. (2) Given the product [CH3:1][O:2][C:3]([C:5]1[C:10]([Cl:11])=[N:9][C:8]([N:19]2[CH2:24][CH2:23][O:22][CH2:21][CH2:20]2)=[CH:7][N:6]=1)=[O:4], predict the reactants needed to synthesize it. The reactants are: [CH3:1][O:2][C:3]([C:5]1[C:10]([Cl:11])=[N:9][C:8](Cl)=[CH:7][N:6]=1)=[O:4].C(=O)([O-])[O-].[K+].[K+].[NH:19]1[CH2:24][CH2:23][O:22][CH2:21][CH2:20]1. (3) Given the product [O:57]1[C:21]2[CH:22]=[CH:23][C:11]([C:12]3[CH:13]=[C:14]([CH:15]=[CH:16][C:17]=3[O:51][CH3:48])[CH2:29][C:6]3[C:2]([CH3:1])=[N:3][O:4][C:5]=3[CH3:10])=[CH:18][C:19]=2[O:20][CH2:56]1, predict the reactants needed to synthesize it. The reactants are: [CH3:1][C:2]1[C:6](B(O)O)=[C:5]([CH3:10])[O:4][N:3]=1.[CH:11](=[CH:18][C:19]([CH:21]=[CH:22][C:23]1C=CC=CC=1)=[O:20])[C:12]1[CH:17]=[CH:16][CH:15]=[CH:14][CH:13]=1.[C:29]1(P(C2C=CC=CC=2)C2C=CC=CC=2)C=CC=CC=1.[C:48](=[O:51])([O-])[O-].[Na+].[Na+].CN(C)[CH:56]=[O:57]. (4) Given the product [C:21]([NH:1][CH2:2][C@@H:3]1[O:7][C:6](=[O:8])[N:5]([C:9]2[CH:14]=[CH:13][C:12]([S:15]([CH2:17][CH2:18][F:19])=[O:16])=[C:11]([F:20])[CH:10]=2)[CH2:4]1)(=[S:23])[CH3:22], predict the reactants needed to synthesize it. The reactants are: [NH2:1][CH2:2][C@@H:3]1[O:7][C:6](=[O:8])[N:5]([C:9]2[CH:14]=[CH:13][C:12]([S:15]([CH2:17][CH2:18][F:19])=[O:16])=[C:11]([F:20])[CH:10]=2)[CH2:4]1.[C:21](SCC)(=[S:23])[CH3:22]. (5) The reactants are: N([O-])=O.[Na+].N[C:6]1[CH:14]=[C:13]2[C:9]([CH2:10][O:11][C:12]2=[O:15])=[CH:8][CH:7]=1.[BrH:16]. Given the product [Br:16][C:6]1[CH:14]=[C:13]2[C:9]([CH2:10][O:11][C:12]2=[O:15])=[CH:8][CH:7]=1, predict the reactants needed to synthesize it. (6) Given the product [F:36]/[C:20](/[C:17]1[N:41]=[C:15]2[CH:5]([C:6]3[CH:11]=[C:10]([F:12])[C:9]([F:13])=[C:8]([F:14])[CH:7]=3)[CH2:4][CH2:3][CH2:2][N:19]2[N:18]=1)=[CH:21]\[C:22]1[CH:27]=[CH:26][C:25]([N:28]2[CH:32]=[C:31]([CH3:33])[N:30]=[CH:29]2)=[C:24]([O:34][CH3:35])[CH:23]=1, predict the reactants needed to synthesize it. The reactants are: Cl[CH2:2][CH2:3][CH2:4][CH:5]([C:15]1O[C:17](/[C:20](/[F:36])=[CH:21]/[C:22]2[CH:27]=[CH:26][C:25]([N:28]3[CH:32]=[C:31]([CH3:33])[N:30]=[CH:29]3)=[C:24]([O:34][CH3:35])[CH:23]=2)=[N:18][N:19]=1)[C:6]1[CH:11]=[C:10]([F:12])[C:9]([F:13])=[C:8]([F:14])[CH:7]=1.C([O-])(=O)C.[NH4+:41].C(OCC)(=O)C.O.C(=O)(O)[O-].[Na+]. (7) The reactants are: [Cl:1][C:2]1[C:3]([NH:9][NH2:10])=[N:4][CH:5]=[CH:6][C:7]=1[I:8].CCN(CC)CC.[CH:18]1([CH2:21][C:22](Cl)=[O:23])[CH2:20][CH2:19]1.C([O-])(O)=O.[Na+]. Given the product [Cl:1][C:2]1[C:3]([NH:9][NH:10][C:22](=[O:23])[CH2:21][CH:18]2[CH2:20][CH2:19]2)=[N:4][CH:5]=[CH:6][C:7]=1[I:8], predict the reactants needed to synthesize it. (8) Given the product [I:20][C:13]1[CH:12]=[C:11]([C:14]2[CH:19]=[CH:18][N:17]=[CH:16][CH:15]=2)[N:10]=[N:9][C:8]=1[O:7][CH3:6], predict the reactants needed to synthesize it. The reactants are: C([Li])CCC.[CH3:6][O:7][C:8]1[N:9]=[N:10][C:11]([C:14]2[CH:19]=[CH:18][N:17]=[CH:16][CH:15]=2)=[CH:12][CH:13]=1.[I:20]I. (9) Given the product [F:1][C:2]1[CH:3]=[C:4]([CH:5]=[C:6]([F:8])[CH:7]=1)[CH2:9][CH2:10][C:11]1[CH:12]=[C:13]2[C:19]([NH:20][C:21](=[O:42])[C:22]3[CH:27]=[CH:26][C:25]([N:28]4[CH2:33][CH2:32][N:31]([CH3:34])[CH2:30][CH2:29]4)=[CH:24][C:23]=3[NH:35][CH:36]3[CH2:37][CH2:38][O:39][CH2:40][CH2:41]3)=[N:18][NH:17][C:14]2=[N:15][CH:16]=1, predict the reactants needed to synthesize it. The reactants are: [F:1][C:2]1[CH:3]=[C:4]([C:9]#[C:10][C:11]2[CH:12]=[C:13]3[C:19]([NH:20][C:21](=[O:42])[C:22]4[CH:27]=[CH:26][C:25]([N:28]5[CH2:33][CH2:32][N:31]([CH3:34])[CH2:30][CH2:29]5)=[CH:24][C:23]=4[NH:35][CH:36]4[CH2:41][CH2:40][O:39][CH2:38][CH2:37]4)=[N:18][NH:17][C:14]3=[N:15][CH:16]=2)[CH:5]=[C:6]([F:8])[CH:7]=1.